Dataset: Forward reaction prediction with 1.9M reactions from USPTO patents (1976-2016). Task: Predict the product of the given reaction. Given the reactants [CH2:1]([C:5]1[O:6][C:7]2[CH:16]=[CH:15][CH:14]=[CH:13][C:8]=2[C:9]=1[CH:10]=[N:11][OH:12])[CH2:2][CH2:3][CH3:4].[C:17](=O)([O-])[O-].[Cs+].[Cs+].Br[C:24]([Br:27])([CH3:26])C, predict the reaction product. The product is: [Br:27][CH2:24][CH2:26][CH2:17][O:12][N:11]=[CH:10][C:9]1[C:8]2[CH:13]=[CH:14][CH:15]=[CH:16][C:7]=2[O:6][C:5]=1[CH2:1][CH2:2][CH2:3][CH3:4].